From a dataset of Reaction yield outcomes from USPTO patents with 853,638 reactions. Predict the reaction yield, written as a fraction of the theoretical maximum amount of product (1.0 means a 100% yield; for example, 0.34 means a 34% yield). The reactants are CC1C2C(=CC=CC=2[N+]([O-])=O)NC=1.[CH3:14][C:15]1[C:23]2[C:18](=[CH:19][C:20]([N+:24]([O-])=O)=[CH:21][CH:22]=2)[NH:17][CH:16]=1. The catalyst is C(O)C.[Pd]. The product is [CH3:14][C:15]1[C:23]2[C:18](=[CH:19][C:20]([NH2:24])=[CH:21][CH:22]=2)[NH:17][CH:16]=1. The yield is 0.240.